Task: Predict which catalyst facilitates the given reaction.. Dataset: Catalyst prediction with 721,799 reactions and 888 catalyst types from USPTO (1) Reactant: [CH2:1]([O:8][CH2:9][C@@H:10]([OH:23])[CH2:11][O:12][Si:13]([CH:20]([CH3:22])[CH3:21])([CH:17]([CH3:19])[CH3:18])[CH:14]([CH3:16])[CH3:15])[C:2]1[CH:7]=[CH:6][CH:5]=[CH:4][CH:3]=1.[F:24][C:25]([F:41])([F:40])[O:26][C:27]1[CH:32]=[CH:31][C:30]([C:33]2[CH:38]=[CH:37][C:36](O)=[CH:35][CH:34]=2)=[CH:29][CH:28]=1.C1(P(C2C=CC=CC=2)C2C=CC=CC=2)C=CC=CC=1. Product: [CH2:1]([O:8][CH2:9][C@H:10]([O:23][C:36]1[CH:35]=[CH:34][C:33]([C:30]2[CH:31]=[CH:32][C:27]([O:26][C:25]([F:24])([F:40])[F:41])=[CH:28][CH:29]=2)=[CH:38][CH:37]=1)[CH2:11][O:12][Si:13]([CH:14]([CH3:16])[CH3:15])([CH:20]([CH3:22])[CH3:21])[CH:17]([CH3:19])[CH3:18])[C:2]1[CH:7]=[CH:6][CH:5]=[CH:4][CH:3]=1. The catalyst class is: 48. (2) Reactant: C([NH:8][C:9]1[CH:10]=[CH:11][C:12]([CH:15]([CH3:17])[CH3:16])=[N:13][CH:14]=1)(OC(C)(C)C)=O.Cl.C1(C)C=CC=CC=1.[OH-].[Na+]. Product: [NH2:8][C:9]1[CH:10]=[CH:11][C:12]([CH:15]([CH3:17])[CH3:16])=[N:13][CH:14]=1. The catalyst class is: 252. (3) Reactant: [H-].[Na+].Cl[C:4]1[C:9]([CH2:10][N:11]([CH3:21])[CH2:12][CH:13]([OH:20])[CH2:14][CH:15]([CH2:18][F:19])[CH2:16][F:17])=[CH:8][CH:7]=[C:6]([Cl:22])[N:5]=1. Product: [Cl:22][C:6]1[CH:7]=[CH:8][C:9]2[CH2:10][N:11]([CH3:21])[CH2:12][CH:13]([CH2:14][CH:15]([CH2:18][F:19])[CH2:16][F:17])[O:20][C:4]=2[N:5]=1. The catalyst class is: 1. (4) Reactant: N[C:2]1[S:3][C:4]2[C:9]([OH:10])=[C:8]([C:11]3[NH:16][C:15]4[CH:17]=[CH:18][CH:19]=[CH:20][C:14]=4[S:13](=[O:22])(=[O:21])[N:12]=3)[C:7](=[O:23])[N:6]([CH2:24][C:25]3[CH:30]=[CH:29][CH:28]=[CH:27][CH:26]=3)[C:5]=2[N:31]=1.N(OC(C)(C)C)=O. Product: [CH2:24]([N:6]1[C:7](=[O:23])[C:8]([C:11]2[NH:16][C:15]3[CH:17]=[CH:18][CH:19]=[CH:20][C:14]=3[S:13](=[O:21])(=[O:22])[N:12]=2)=[C:9]([OH:10])[C:4]2[S:3][CH:2]=[N:31][C:5]1=2)[C:25]1[CH:26]=[CH:27][CH:28]=[CH:29][CH:30]=1. The catalyst class is: 3. (5) Reactant: Cl.C(N=C=NCCCN(C)C)C.OC1C2N=NNC=2C=CC=1.[NH2:23][C:24]1[C:32](S(CC)(=O)=O)=[CH:31][C:27]([C:28]([OH:30])=O)=[C:26]([O:38][CH3:39])[CH:25]=1.Cl.[CH2:41]([N:43]1[CH2:47][CH2:46][CH2:45][CH:44]1[CH2:48][NH2:49])[CH3:42].C(N(CC)CC)C. Product: [NH2:23][C:24]1[CH:32]=[CH:31][C:27]([C:28]([NH:49][CH2:48][CH:44]2[CH2:45][CH2:46][CH2:47][N:43]2[CH2:41][CH3:42])=[O:30])=[C:26]([O:38][CH3:39])[CH:25]=1. The catalyst class is: 4. (6) Reactant: [OH:1][CH2:2][CH2:3][CH:4]([C:6]1[CH:11]=[CH:10][C:9]([C:12]2[C:13]([C:18]([O:20][C:21]([CH3:24])([CH3:23])[CH3:22])=[O:19])=[CH:14][CH:15]=[CH:16][CH:17]=2)=[CH:8][CH:7]=1)[CH3:5].C[N+]1([O-])CCOCC1. Product: [CH3:5][CH:4]([C:6]1[CH:11]=[CH:10][C:9]([C:12]2[C:13]([C:18]([O:20][C:21]([CH3:22])([CH3:24])[CH3:23])=[O:19])=[CH:14][CH:15]=[CH:16][CH:17]=2)=[CH:8][CH:7]=1)[CH2:3][CH:2]=[O:1]. The catalyst class is: 2. (7) Reactant: Cl.Cl.[NH:3]1[CH2:8][CH2:7][CH:6]([NH:9][C:10]2[CH:11]=[C:12]([CH:15]=[CH:16][N:17]=2)[C:13]#[N:14])[CH2:5][CH2:4]1.C(O)(=O)C.C(N(CC)CC)C.[CH2:29]([O:31][C:32]1[CH:33]=[C:34]([CH:37]=[CH:38][C:39]=1[CH3:40])[CH:35]=O)[CH3:30].C([BH3-])#N.[Na+]. Product: [CH2:29]([O:31][C:32]1[CH:33]=[C:34]([CH:37]=[CH:38][C:39]=1[CH3:40])[CH2:35][N:3]1[CH2:4][CH2:5][CH:6]([NH:9][C:10]2[CH:11]=[C:12]([CH:15]=[CH:16][N:17]=2)[C:13]#[N:14])[CH2:7][CH2:8]1)[CH3:30]. The catalyst class is: 8. (8) Reactant: Cl.N1C=CC=CC=1.[C:8]([C:10]1[S:11][C:12]2[CH:18]=[C:17]([O:19]C)[CH:16]=[CH:15][C:13]=2[N:14]=1)#[N:9]. Product: [C:8]([C:10]1[S:11][C:12]2[CH:18]=[C:17]([OH:19])[CH:16]=[CH:15][C:13]=2[N:14]=1)#[N:9]. The catalyst class is: 33. (9) Reactant: [F:1][C:2]1[CH:37]=[CH:36][C:5]([CH2:6][N:7]2[C:16](=[O:17])[C:15]([C:18]3[NH:23][C:22]4[S:24][CH:25]=[C:26]([CH2:27][O:28]COC)[C:21]=4[S:20](=[O:33])(=[O:32])[N:19]=3)=[C:14]([OH:34])[C@H:13]3[C@@H:8]2[C@H:9]2[CH2:35][C@@H:12]3[CH2:11][CH2:10]2)=[CH:4][CH:3]=1.Cl. Product: [F:1][C:2]1[CH:37]=[CH:36][C:5]([CH2:6][N:7]2[C:16](=[O:17])[C:15]([C:18]3[NH:23][C:22]4[S:24][CH:25]=[C:26]([CH2:27][OH:28])[C:21]=4[S:20](=[O:32])(=[O:33])[N:19]=3)=[C:14]([OH:34])[C@H:13]3[C@@H:8]2[C@H:9]2[CH2:35][C@@H:12]3[CH2:11][CH2:10]2)=[CH:4][CH:3]=1. The catalyst class is: 12.